From a dataset of Experimentally validated miRNA-target interactions with 360,000+ pairs, plus equal number of negative samples. Binary Classification. Given a miRNA mature sequence and a target amino acid sequence, predict their likelihood of interaction. (1) The miRNA is hsa-miR-1244 with sequence AAGUAGUUGGUUUGUAUGAGAUGGUU. The protein sequence of the target gene is MEDIDQSSLVSSSADSPPRPPPAFKYQFVTEPEDEEDEEDEEEEEDDEDLEELEVLERKPAAGLSAAPVPPAAAPLLDFSSDSVPPAPRGPLPAAPPTAPERQPSWERSPAASAPSLPPAAAVLPSKLPEDDEPPARPPAPAGASPLAEPAAPPSTPAAPKRRGSGSVDETLFALPAASEPVIPSSAEKIMDLKEQPGNTVSSGQEDFPSVLFETAASLPSLSPLSTVSFKEHGYLGNLSAVASTEGTIEETLNEASRELPERATNPFVNRESAEFSVLEYSEMGSSFNGSPKGESAMLV.... Result: 0 (no interaction). (2) The miRNA is hsa-miR-6850-3p with sequence CCCGGCCGGAACGCCGCACU. The protein sequence of the target gene is MLFLALGSPWAVELPLCGRRTALCAAAALRGPRASVSRASSSSGPSGPVAGWSTGPSGAARLLRRPGRAQIPVYWEGYVRFLNTPSDKSEDGRLIYTGNMARAVFGVKCFSYSTSLIGLTFLPYIFTQNNAISESVPLPIQIIFYGIMGSFTVITPVLLHFITKGYVIRLYHEATTDTYKAITYNAMLAETSTVFHQNDVKIPDAKHVFTTFYAKTKSLLVNPVLFPNREDYIHLMGYDKEEFILYMEETSEEKRHKDDK. Result: 0 (no interaction). (3) The miRNA is hsa-miR-6744-3p with sequence GGGCCUCUCUUGUCAUCCUGCAG. The protein sequence of the target gene is MEPPDARAGLLWLTFLLSGYSGAQAELHVSVPPRVEVMRGEQVALDCTPREHPEHYVLEWFLVDGTGARHRLASVEPQGSEFLGTVHSLGRVPPYEVDSRGRLVIAKVQVGDGRDYVCVVKAGAAGTSEATSSVRVFATPEDTEVSPNKGTLSVMDQFAQEIATCSSNNGNPVPRITWYRNGQRLEVPMEVNQKGYITIRTVREASGLYSLTSTLYLRLHKDDRDANFHCAAHYDLPSGQHGRLDSHTFRLTLHYPTEHVEFWVGSPSTTEGWVREGDAVQLLCQGDGSPSPEYSFFRQQ.... Result: 0 (no interaction). (4) The miRNA is hsa-miR-224-5p with sequence UCAAGUCACUAGUGGUUCCGUUUAG. The protein sequence of the target gene is MGPWSRSLSALLLLLQVSSWLCQEPEPCHPGFDAESYTFTVPRRHLERGRVLGRVNFEDCTGRQRTAYFSLDTRFKVGTDGVITVKRPLRFHNPQIHFLVYAWDSTYRKFSTKVTLNTVGHHHRPPPHQASVSGIQAELLTFPNSSPGLRRQKRDWVIPPISCPENEKGPFPKNLVQIKSNKDKEGKVFYSITGQGADTPPVGVFIIERETGWLKVTEPLDRERIATYTLFSHAVSSNGNAVEDPMEILITVTDQNDNKPEFTQEVFKGSVMEGALPGTSVMEVTATDADDDVNTYNAAI.... Result: 1 (interaction). (5) The miRNA is hsa-miR-548ap-5p with sequence AAAAGUAAUUGCGGUCUUU. The protein sequence of the target gene is MQRLQICVYIYLFVLIVAGPVDLSENSEQKENVEKEGLCNACMWRQNTKSSRIEAIKIQILSKLRLETAPNISRDAVRQLLPRAPPLRELIDQYDVQRDDSSDGSLEDDDYHATTETVIAMPAETDLLMQVEGKPKCCFFKFSSKIQYNKVVKAQLWIYLRPVKTPTTVFVQILRLIKPMKDGTRYTGIRSLKLDMNPGTGIWQSIDVKTVLQNWLKQPESNLGIEIKALDENGHDLAVTFPGPGEDGLNPFLEVKVTDTPKRSRRDFGLDCDEHSTESRCCRYPLTVDFEAFGWDWIIA.... Result: 0 (no interaction). (6) The miRNA is rno-miR-181d-3p with sequence CCACCGGGGGAUGAAUGUCA. The protein sequence of the target gene is MGDPNSRKKQALNRLRAQLRKKKESLADQFDFKMYIAFVFKEKKKKSALFEVSEVIPVMTNNYEENILKGVRDSSYSLESSLELLQKDVVQLHAPRYQSMRRDVIGCTQEMDFILWPRNDIEKIVCLLFSRWKESDEPFRPVQAKFEFHHGDYEKQFLHVLSRKDKTGIVVNNPNQSVFLFIDRQHLQTPKNKATIFKLCSICLYLPQEQLTHWAVGTIEDHLRPYMPE. Result: 0 (no interaction). (7) The miRNA is hsa-miR-374c-3p with sequence CACUUAGCAGGUUGUAUUAUAU. The protein sequence of the target gene is MFVELNNLLNTTPDRAEQGKLTLLCDAKTDGSFLVHHFLSFYLKANCKVCFVALIQSFSHYSIVGQKLGVSLTMARERGQLVFLEGLKSAVDVVFQAQKEPHPLQFLREANAGNLKPLFEFVREALKPVDSGEARWTYPVLLVDDLSVLLSLGMGAVAVLDFIHYCRATVCWELKGNMVVLVHDSGDAEDEENDILLNGLSHQSHLILRAEGLATGFCRDVHGQLRILWRRPSQPAVHRDQSFTYQYKIQDKSVSFFAKGMSPAVL. Result: 1 (interaction). (8) The miRNA is hsa-miR-5583-5p with sequence AAACUAAUAUACCCAUAUUCUG. The protein sequence of the target gene is MASSSTETQLQRIIRDLQDAATELSHEFKEGGEPITDDSTSLHKFSYKLEYLLQFDQKEKASLLGSKKDYWDYFCACLAKVKGANDGIRFVRSISELRTSLGKGRAFIRYSLVHQRLADTLQQCFMNTKVTSDWYYARSPFLKPKLSSDIVGQLYELTEVQFDLAPRGYDLDAAWPTFARRTLATSTSAYMWKPPSRSSSMSSLVSNYLQTQEMASSLDLNCSLNNEALESFDEMRLELDQLEVREKQLQERVQQLDRENQALRMLVSRQGGQLQVEKEMGYLAVEDSIGLVSLVAELQK.... Result: 0 (no interaction). (9) The miRNA is hsa-miR-521 with sequence AACGCACUUCCCUUUAGAGUGU. The protein sequence of the target gene is MLRALSRLGAGTPCRPRAPLVLPARGRKTRHDPLAKSKIERVNMPPAVDPAEFFVLMERYQHYRQTVRALRMEFVSEVQRKVHEARAGVLAERKALKDAAEHRELMAWNQAENRRLHELRIARLRQEEREQEQRQALEQARKAEEVQAWAQRKEREVLQLQEEVKNFITRENLEARVEAALDSRKNYNWAITREGLVVRPQRRDS. Result: 0 (no interaction).